Dataset: hERG Central: cardiac toxicity at 1µM, 10µM, and general inhibition. Task: Predict hERG channel inhibition at various concentrations. (1) The molecule is COc1ccc(NC(=O)CN2CCN(CC(=O)Nc3ccc(F)cc3)CC2)c(OC)c1. Results: hERG_inhib (hERG inhibition (general)): blocker. (2) The molecule is CCn1c(SCC(=O)Nc2ccccc2)nc2nc3c(cc2c1=O)COC(C)(C)C3. Results: hERG_inhib (hERG inhibition (general)): blocker.